From a dataset of Reaction yield outcomes from USPTO patents with 853,638 reactions. Predict the reaction yield, written as a fraction of the theoretical maximum amount of product (1.0 means a 100% yield; for example, 0.34 means a 34% yield). The reactants are [C:1]([NH:16][CH:17]([CH2:25][CH2:26][C:27]([O:29]N1C(=O)CCC1=O)=O)[C:18]([O:20][C:21]([CH3:24])([CH3:23])[CH3:22])=[O:19])(=[O:15])[CH2:2][CH2:3][CH2:4][CH2:5][CH2:6][CH2:7][CH2:8][CH2:9][CH2:10][CH2:11][CH2:12][CH2:13][CH3:14].Cl.[CH:38]1[C:50]2[CH:49]([CH2:51][O:52][C:53]([NH:55][CH:56]([CH2:60][CH2:61][CH2:62][CH2:63][NH2:64])[C:57]([OH:59])=[O:58])=[O:54])[C:48]3[C:43](=[CH:44][CH:45]=[CH:46][CH:47]=3)[C:42]=2[CH:41]=[CH:40][CH:39]=1.CCN(C(C)C)C(C)C. The product is [CH:47]1[C:48]2[CH:49]([CH2:51][O:52][C:53]([NH:55][CH:56]([CH2:60][CH2:61][CH2:62][CH2:63][NH:64][C:27](=[O:29])[CH2:26][CH2:25][CH:17]([NH:16][C:1](=[O:15])[CH2:2][CH2:3][CH2:4][CH2:5][CH2:6][CH2:7][CH2:8][CH2:9][CH2:10][CH2:11][CH2:12][CH2:13][CH3:14])[C:18]([O:20][C:21]([CH3:22])([CH3:23])[CH3:24])=[O:19])[C:57]([OH:59])=[O:58])=[O:54])[C:50]3[C:42](=[CH:41][CH:40]=[CH:39][CH:38]=3)[C:43]=2[CH:44]=[CH:45][CH:46]=1. The catalyst is CN(C=O)C.[Cl-].[Na+].O. The yield is 0.870.